Predict the reactants needed to synthesize the given product. From a dataset of Full USPTO retrosynthesis dataset with 1.9M reactions from patents (1976-2016). (1) The reactants are: [OH:1][C:2]1[CH:10]=[CH:9][C:5]([C:6]([OH:8])=[O:7])=[CH:4][CH:3]=1.O.[C:12](OC(=O)C)(=[O:14])[CH3:13]. Given the product [C:12]([O:1][C:2]1[CH:10]=[CH:9][C:5]([C:6]([OH:8])=[O:7])=[CH:4][CH:3]=1)(=[O:14])[CH3:13], predict the reactants needed to synthesize it. (2) Given the product [C:45]([O:44][C@@H:39]([C:4]1[C:3]([CH3:49])=[C:2]([CH3:50])[C:31]2=[N:32][C:28]3=[CH:29][N:30]2[C:5]=1[N:6]1[CH2:7][CH2:8][C:9]([CH3:38])([O:10][CH2:11][CH2:12][CH2:13][CH2:14][C@H:15]([CH3:35])[O:16][C:17]2[C:18]([F:34])=[CH:19][CH:20]=[CH:21][C:22]=2[C:23]2[CH:33]=[C:27]3[CH:26]=[CH:25][CH:24]=2)[CH2:36][CH2:37]1)[C:40]([O:42][CH3:43])=[O:41])([CH3:46])([CH3:47])[CH3:48], predict the reactants needed to synthesize it. The reactants are: Br[C:2]1[C:31]2=[N:32][C:28]3=[CH:29][N:30]2[C:5]([N:6]2[CH2:37][CH2:36][C:9]([CH3:38])([O:10][CH2:11][CH2:12][CH2:13][CH2:14][C@H:15]([CH3:35])[O:16][C:17]4[C:18]([F:34])=[CH:19][CH:20]=[CH:21][C:22]=4[C:23]4[CH:33]=[C:27]3[CH:26]=[CH:25][CH:24]=4)[CH2:8][CH2:7]2)=[C:4]([C@H:39]([O:44][C:45]([CH3:48])([CH3:47])[CH3:46])[C:40]([O:42][CH3:43])=[O:41])[C:3]=1[CH3:49].[CH3:50]OC1C=CC=C(OC)C=1C1C=CC=CC=1P(C1CCCCC1)C1CCCCC1.CB(O)O.C(=O)([O-])[O-].[Cs+].[Cs+].